From a dataset of Full USPTO retrosynthesis dataset with 1.9M reactions from patents (1976-2016). Predict the reactants needed to synthesize the given product. (1) Given the product [C:25]([Si:22]([O:18][C:16]([CH3:19])([CH3:17])[CH2:15][C:12]1[CH:13]=[C:14]2[C:9]([CH:8]=[CH:7][C:5]3[S:6][C:2]([Cl:1])=[CH:3][C:4]=32)=[CH:10][CH:11]=1)([CH3:24])[CH3:23])([CH3:28])([CH3:27])[CH3:26], predict the reactants needed to synthesize it. The reactants are: [Cl:1][C:2]1[S:6][C:5]2[CH:7]=[CH:8][C:9]3[C:14]([C:4]=2[CH:3]=1)=[CH:13][C:12]([CH2:15][C:16]([CH3:19])([OH:18])[CH3:17])=[CH:11][CH:10]=3.[H-].[Na+].[Si:22](Cl)([C:25]([CH3:28])([CH3:27])[CH3:26])([CH3:24])[CH3:23]. (2) Given the product [CH2:19]([C:23]1[CH:28]=[CH:27][C:26]([C:29]#[C:30][C:31]2[CH:38]=[CH:37][C:34]([CH2:35][NH:5][CH2:6][C:7]3[CH:18]=[CH:17][C:10]([O:11][CH2:12][C:13]([O:15][CH3:16])=[O:14])=[CH:9][CH:8]=3)=[CH:33][CH:32]=2)=[CH:25][CH:24]=1)[CH2:20][CH2:21][CH3:22], predict the reactants needed to synthesize it. The reactants are: C(O)(=O)C.[NH2:5][CH2:6][C:7]1[CH:18]=[CH:17][C:10]([O:11][CH2:12][C:13]([O:15][CH3:16])=[O:14])=[CH:9][CH:8]=1.[CH2:19]([C:23]1[CH:28]=[CH:27][C:26]([C:29]#[C:30][C:31]2[CH:38]=[CH:37][C:34]([CH:35]=O)=[CH:33][CH:32]=2)=[CH:25][CH:24]=1)[CH2:20][CH2:21][CH3:22].